From a dataset of Reaction yield outcomes from USPTO patents with 853,638 reactions. Predict the reaction yield, written as a fraction of the theoretical maximum amount of product (1.0 means a 100% yield; for example, 0.34 means a 34% yield). (1) The reactants are C(=O)([O-])[O-].[K+].[K+].[CH3:7][O:8][C:9](=[O:18])[C:10]1[CH:15]=[CH:14][C:13]([OH:16])=[C:12]([OH:17])[CH:11]=1.[CH2:19](Br)[C:20]1[CH:25]=[CH:24][CH:23]=[CH:22][CH:21]=1. The catalyst is CC(C)=O. The product is [CH3:7][O:8][C:9](=[O:18])[C:10]1[CH:15]=[CH:14][C:13]([O:16][CH2:19][C:20]2[CH:25]=[CH:24][CH:23]=[CH:22][CH:21]=2)=[C:12]([O:17][CH2:9][C:10]2[CH:15]=[CH:14][CH:13]=[CH:12][CH:11]=2)[CH:11]=1. The yield is 0.866. (2) The reactants are [NH2:1][C:2]1[C:3]([C:16]([OH:18])=O)=[N:4][C:5]([C:8]2[C:13]([F:14])=[CH:12][CH:11]=[CH:10][C:9]=2[F:15])=[CH:6][CH:7]=1.[Cl:19][C:20]1[CH:25]=[CH:24][N:23]=[CH:22][C:21]=1[NH2:26].C1C=NC2N(O)N=NC=2C=1.C(Cl)CCl. The catalyst is C(Cl)Cl.CCOC(C)=O.O. The product is [NH2:1][C:2]1[C:3]([C:16]([NH:26][C:21]2[CH:22]=[N:23][CH:24]=[CH:25][C:20]=2[Cl:19])=[O:18])=[N:4][C:5]([C:8]2[C:9]([F:15])=[CH:10][CH:11]=[CH:12][C:13]=2[F:14])=[CH:6][CH:7]=1. The yield is 0.210. (3) The reactants are [F:1][C:2]([F:17])([F:16])[CH2:3][C:4](I)([S:6]([C:9]1[CH:14]=[CH:13][CH:12]=[CH:11][CH:10]=1)(=[O:8])=[O:7])[CH3:5].C(N(CC)CC)C.C(=O)([O-])[O-].[K+].[K+]. The catalyst is O1CCCC1.O.C(OCC)(=O)C. The product is [F:17][C:2]([F:1])([F:16])/[CH:3]=[C:4](/[S:6]([C:9]1[CH:14]=[CH:13][CH:12]=[CH:11][CH:10]=1)(=[O:7])=[O:8])\[CH3:5]. The yield is 0.720. (4) The reactants are Cl[C:2]1[CH:7]=[CH:6][N:5]([C:8]2[CH:13]=[CH:12][C:11]([O:14][CH2:15][C:16]([OH:19])([CH3:18])[CH3:17])=[C:10]([O:20][CH3:21])[CH:9]=2)[C:4](=[O:22])[CH:3]=1.C([Sn](CCCC)(CCCC)[C:28]#[C:29][C:30]1[CH:35]=[CH:34][C:33]([Cl:36])=[CH:32][CH:31]=1)CCC. The catalyst is CN(C=O)C.C(Cl)Cl.[Cu]I.C1C=CC([P]([Pd]([P](C2C=CC=CC=2)(C2C=CC=CC=2)C2C=CC=CC=2)([P](C2C=CC=CC=2)(C2C=CC=CC=2)C2C=CC=CC=2)[P](C2C=CC=CC=2)(C2C=CC=CC=2)C2C=CC=CC=2)(C2C=CC=CC=2)C2C=CC=CC=2)=CC=1. The product is [Cl:36][C:33]1[CH:34]=[CH:35][C:30]([C:29]#[C:28][C:2]2[CH:7]=[CH:6][N:5]([C:8]3[CH:13]=[CH:12][C:11]([O:14][CH2:15][C:16]([OH:19])([CH3:18])[CH3:17])=[C:10]([O:20][CH3:21])[CH:9]=3)[C:4](=[O:22])[CH:3]=2)=[CH:31][CH:32]=1. The yield is 0.667. (5) The reactants are [C:1]([N:4]1[C:13]2[C:8](=[CH:9][C:10](Br)=[CH:11][CH:12]=2)[C@H:7]([NH:15][C:16](=[O:21])[O:17][CH:18]([CH3:20])[CH3:19])[CH2:6][C@@H:5]1[CH3:22])(=[O:3])[CH3:2].[CH2:23]([O:25][C:26]([C:28]1[CH:33]=[CH:32][C:31](B(O)O)=[CH:30][CH:29]=1)=[O:27])[CH3:24].C([O-])([O-])=O.[Na+].[Na+]. The catalyst is COCCOC.C1C=CC([P]([Pd]([P](C2C=CC=CC=2)(C2C=CC=CC=2)C2C=CC=CC=2)([P](C2C=CC=CC=2)(C2C=CC=CC=2)C2C=CC=CC=2)[P](C2C=CC=CC=2)(C2C=CC=CC=2)C2C=CC=CC=2)(C2C=CC=CC=2)C2C=CC=CC=2)=CC=1. The product is [C:1]([N:4]1[C:13]2[C:8](=[CH:9][C:10]([C:31]3[CH:32]=[CH:33][C:28]([C:26]([O:25][CH2:23][CH3:24])=[O:27])=[CH:29][CH:30]=3)=[CH:11][CH:12]=2)[C@H:7]([NH:15][C:16]([O:17][CH:18]([CH3:20])[CH3:19])=[O:21])[CH2:6][C@@H:5]1[CH3:22])(=[O:3])[CH3:2]. The yield is 0.760.